Dataset: Reaction yield outcomes from USPTO patents with 853,638 reactions. Task: Predict the reaction yield, written as a fraction of the theoretical maximum amount of product (1.0 means a 100% yield; for example, 0.34 means a 34% yield). (1) The reactants are [Br:1][C:2]1[CH:7]=[CH:6][C:5]([S:8](Cl)(=[O:10])=[O:9])=[CH:4][CH:3]=1.[NH2:12][CH:13]1[CH2:18][CH2:17][N:16]([C:19]([O:21][C:22]([CH3:25])([CH3:24])[CH3:23])=[O:20])[CH2:15][CH2:14]1.CCN(CC)CC.C([O-])(O)=O.[Na+]. The catalyst is C(Cl)Cl. The product is [C:22]([O:21][C:19]([N:16]1[CH2:17][CH2:18][CH:13]([NH:12][S:8]([C:5]2[CH:6]=[CH:7][C:2]([Br:1])=[CH:3][CH:4]=2)(=[O:10])=[O:9])[CH2:14][CH2:15]1)=[O:20])([CH3:25])([CH3:23])[CH3:24]. The yield is 0.950. (2) The reactants are CC[N:3](CC)CC.[CH3:8][S:9](Cl)(=[O:11])=[O:10].N[C:14]1[CH:15]=[C:16]([CH:40]=[CH:41][CH:42]=1)[CH2:17][C:18]1[C:19](=[O:39])[O:20][C:21]2[CH:31]=[C:30]([O:32][C:33](=[O:37])[N:34]([CH3:36])[CH3:35])[C:29]([Cl:38])=[CH:28][C:22]=2[C:23]=1[CH2:24][C:25](=[O:27])[NH2:26]. The catalyst is C(Cl)Cl. The product is [C:25]([CH2:24][C:23]1[C:22]2[CH:28]=[C:29]([Cl:38])[C:30]([O:32][C:33](=[O:37])[N:34]([CH3:36])[CH3:35])=[CH:31][C:21]=2[O:20][C:19](=[O:39])[C:18]=1[CH:17]([NH2:3])[C:16]1[CH:40]=[CH:41][CH:42]=[C:14]([S:9]([CH3:8])(=[O:11])=[O:10])[CH:15]=1)(=[O:27])[NH2:26]. The yield is 0.220. (3) The reactants are [Cl:1][C:2]1[C:3]2[CH:10]=[CH:9][NH:8][C:4]=2[N:5]=[CH:6][N:7]=1.C1C(=O)N([I:18])C(=O)C1.O. The catalyst is CN(C=O)C. The product is [Cl:1][C:2]1[C:3]2[C:10]([I:18])=[CH:9][NH:8][C:4]=2[N:5]=[CH:6][N:7]=1. The yield is 1.00. (4) The reactants are [CH3:1][O:2][C:3](=[O:19])[C:4]1[CH:9]=[C:8]([S:10](=[O:16])(=[O:15])[NH:11][CH2:12][CH2:13][OH:14])[CH:7]=[CH:6][C:5]=1[CH2:17][CH3:18].[C:20]([C:24]1[CH:29]=[CH:28][CH:27]=[CH:26][C:25]=1O)([CH3:23])([CH3:22])[CH3:21].C1(P(C2C=CC=CC=2)C2C=CC=CC=2)C=CC=CC=1.N(C(OCC)=O)=NC(OCC)=O. The catalyst is O1CCCC1.C(OCC)(=O)C. The product is [CH3:1][O:2][C:3](=[O:19])[C:4]1[CH:9]=[C:8]([S:10](=[O:16])(=[O:15])[NH:11][CH2:12][CH2:13][O:14][C:27]2[CH:28]=[CH:29][C:24]([C:20]([CH3:23])([CH3:22])[CH3:21])=[CH:25][CH:26]=2)[CH:7]=[CH:6][C:5]=1[CH2:17][CH3:18]. The yield is 0.100. (5) The yield is 0.890. No catalyst specified. The product is [Br:1][C:2]1[CH:3]=[C:4]([F:9])[C:5]2[N:6]([CH:10]=[CH:11][N:8]=2)[CH:7]=1. The reactants are [Br:1][C:2]1[CH:3]=[C:4]([F:9])[C:5]([NH2:8])=[N:6][CH:7]=1.[CH2:10](OC(OCC)CBr)[CH3:11]. (6) The reactants are Br[C:2]1[CH:3]=[C:4]([C:9]2[N:10]=C(C(C)C)N[C:13]=2[C:14]2[CH:19]=[CH:18][CH:17]=[C:16]([CH3:20])[N:15]=2)[CH:5]=[CH:6][C:7]=1[F:8].CC1(C)C(C)(C)OB([C:32]2[CH:33]=[N:34][N:35](C(OC(C)(C)C)=O)[CH:36]=2)O1. No catalyst specified. The product is [F:8][C:7]1[CH:6]=[CH:5][C:4]([C:9]2[NH:10][N:15]([CH:14]([CH3:19])[CH3:13])[CH2:16][C:13]=2[C:14]2[CH:19]=[CH:18][CH:17]=[C:16]([CH3:20])[N:15]=2)=[CH:3][C:2]=1[C:32]1[CH:36]=[N:35][NH:34][CH:33]=1. The yield is 0.440.